From a dataset of Forward reaction prediction with 1.9M reactions from USPTO patents (1976-2016). Predict the product of the given reaction. Given the reactants [Cl:1][C:2]1[CH:3]=[C:4]([C@@H:8]([OH:37])[CH2:9][NH:10][CH2:11][CH2:12][C:13]2[CH:18]=[CH:17][C:16]([S:19]([C:22]3[CH:23]=[C:24]([CH:34]=[CH:35][CH:36]=3)[O:25][C:26]([CH3:33])([CH3:32])[C:27]([O:29]CC)=[O:28])(=[O:21])=[O:20])=[CH:15][CH:14]=2)[CH:5]=[CH:6][CH:7]=1.[OH-].[Na+:39], predict the reaction product. The product is: [Cl:1][C:2]1[CH:3]=[C:4]([C@@H:8]([OH:37])[CH2:9][NH:10][CH2:11][CH2:12][C:13]2[CH:18]=[CH:17][C:16]([S:19]([C:22]3[CH:23]=[C:24]([CH:34]=[CH:35][CH:36]=3)[O:25][C:26]([CH3:33])([CH3:32])[C:27]([O-:29])=[O:28])(=[O:20])=[O:21])=[CH:15][CH:14]=2)[CH:5]=[CH:6][CH:7]=1.[Na+:39].